This data is from Peptide-MHC class II binding affinity with 134,281 pairs from IEDB. The task is: Regression. Given a peptide amino acid sequence and an MHC pseudo amino acid sequence, predict their binding affinity value. This is MHC class II binding data. (1) The peptide sequence is EKKYFAAQQFEPLAA. The MHC is HLA-DQA10501-DQB10201 with pseudo-sequence HLA-DQA10501-DQB10201. The binding affinity (normalized) is 0.546. (2) The peptide sequence is AFMVAATAANAAPAN. The MHC is DRB1_0802 with pseudo-sequence DRB1_0802. The binding affinity (normalized) is 0.654.